Dataset: Peptide-MHC class II binding affinity with 134,281 pairs from IEDB. Task: Regression. Given a peptide amino acid sequence and an MHC pseudo amino acid sequence, predict their binding affinity value. This is MHC class II binding data. (1) The peptide sequence is EKKQFAATQFEPLAA. The MHC is HLA-DPA10201-DPB11401 with pseudo-sequence HLA-DPA10201-DPB11401. The binding affinity (normalized) is 0.773. (2) The peptide sequence is RDLEVVAATPTSLLI. The MHC is HLA-DQA10501-DQB10201 with pseudo-sequence HLA-DQA10501-DQB10201. The binding affinity (normalized) is 0.781. (3) The peptide sequence is LGTCQTLTPMMSSKF. The MHC is HLA-DQA10101-DQB10501 with pseudo-sequence HLA-DQA10101-DQB10501. The binding affinity (normalized) is 0. (4) The peptide sequence is DVFYNGAYFVSSGKY. The MHC is HLA-DQA10501-DQB10301 with pseudo-sequence HLA-DQA10501-DQB10301. The binding affinity (normalized) is 0.751. (5) The peptide sequence is INEPTVAAIAYGLDR. The MHC is HLA-DQA10102-DQB10602 with pseudo-sequence HLA-DQA10102-DQB10602. The binding affinity (normalized) is 0.753. (6) The peptide sequence is YDKFLANVSTVLQGK. The MHC is DRB1_0101 with pseudo-sequence DRB1_0101. The binding affinity (normalized) is 0.844.